From a dataset of Full USPTO retrosynthesis dataset with 1.9M reactions from patents (1976-2016). Predict the reactants needed to synthesize the given product. (1) Given the product [F:1][C:2]1[CH:7]=[CH:6][C:5]([C:8]2[N:9]=[C:10]3[N:14]([C:15]=2[C:16]2[CH:21]=[CH:20][C:19]4[N:18]([C:63]([CH2:64][C:60]([CH3:67])([CH3:59])[C:61]([OH:66])=[O:62])=[N:23][N:22]=4)[CH:17]=2)[CH:13]=[CH:12][O:11]3)=[CH:4][CH:3]=1, predict the reactants needed to synthesize it. The reactants are: [F:1][C:2]1[CH:7]=[CH:6][C:5]([C:8]2[N:9]=[C:10]3[N:14]([C:15]=2[C:16]2[CH:17]=[N:18][C:19]([NH:22][NH2:23])=[CH:20][CH:21]=2)[CH:13]=[CH:12][O:11]3)=[CH:4][CH:3]=1.FC1C=CC(C2N=C3N(C=2)C=CO3)=CC=1.C1C(=O)N(I)C(=O)C1.FC1C=CC(B(O)O)=CN=1.NN.[CH3:59][C:60]1([CH3:67])[CH2:64][C:63](=O)[O:62][C:61]1=[O:66]. (2) Given the product [F:1][C:2]1[CH:3]=[C:4]2[C:8](=[CH:9][CH:10]=1)[NH:7][C:6](=[O:11])[C:5]2=[N:12][N:13]=[CH:14][C:15]1[NH:19][C:18]([CH3:20])=[C:17]([C:21]([NH:23][CH2:24][CH2:25][CH2:26][CH2:27][CH2:28][C:29]([NH:69][C:66]2[CH:67]=[CH:68][C:63]([F:62])=[CH:64][C:65]=2[NH2:70])=[O:31])=[O:22])[C:16]=1[CH3:32], predict the reactants needed to synthesize it. The reactants are: [F:1][C:2]1[CH:3]=[C:4]2[C:8](=[CH:9][CH:10]=1)[NH:7][C:6](=[O:11])[C:5]2=[N:12][N:13]=[CH:14][C:15]1[NH:19][C:18]([CH3:20])=[C:17]([C:21]([NH:23][CH2:24][CH2:25][CH2:26][CH2:27][CH2:28][C:29]([OH:31])=O)=[O:22])[C:16]=1[CH3:32].Cl.C(N=C=NCCCN(C)C)C.OC1C2N=NNC=2C=CC=1.C(N(CC)CC)C.[F:62][C:63]1[CH:68]=[CH:67][C:66]([NH2:69])=[C:65]([NH2:70])[CH:64]=1. (3) Given the product [C:1]([C:5]1[N:10]=[C:9]([NH:43][CH2:42][C:38]2[O:37][CH:41]=[CH:40][N:39]=2)[C:8]([C:12]([N:14]([CH2:32][CH:33]([CH3:35])[CH3:34])[CH:15]2[C:24]3[C:19](=[CH:20][CH:21]=[CH:22][CH:23]=3)[CH2:18][N:17]([C:25]([O:27][C:28]([CH3:31])([CH3:30])[CH3:29])=[O:26])[CH2:16]2)=[O:13])=[CH:7][N:6]=1)([CH3:4])([CH3:3])[CH3:2], predict the reactants needed to synthesize it. The reactants are: [C:1]([C:5]1[N:10]=[C:9](Cl)[C:8]([C:12]([N:14]([CH2:32][CH:33]([CH3:35])[CH3:34])[CH:15]2[C:24]3[C:19](=[CH:20][CH:21]=[CH:22][CH:23]=3)[CH2:18][N:17]([C:25]([O:27][C:28]([CH3:31])([CH3:30])[CH3:29])=[O:26])[CH2:16]2)=[O:13])=[CH:7][N:6]=1)([CH3:4])([CH3:3])[CH3:2].Cl.[O:37]1[CH:41]=[CH:40][N:39]=[C:38]1[CH2:42][NH2:43].C(N(C(C)C)CC)(C)C.O.